Dataset: Reaction yield outcomes from USPTO patents with 853,638 reactions. Task: Predict the reaction yield, written as a fraction of the theoretical maximum amount of product (1.0 means a 100% yield; for example, 0.34 means a 34% yield). (1) The reactants are C[Li].[CH2:3](OCC)C.[C:8]([C:11]1[CH:16]=[CH:15][C:14]([NH:17][C:18](=[O:34])[C:19]2[CH:24]=[CH:23][CH:22]=[C:21]([S:25]([N:28]3[CH2:33][CH2:32][CH2:31][CH2:30][CH2:29]3)(=[O:27])=[O:26])[CH:20]=2)=[CH:13][CH:12]=1)(=[O:10])[CH3:9]. The catalyst is O. The product is [OH:10][C:8]([C:11]1[CH:16]=[CH:15][C:14]([NH:17][C:18](=[O:34])[C:19]2[CH:24]=[CH:23][CH:22]=[C:21]([S:25]([N:28]3[CH2:29][CH2:30][CH2:31][CH2:32][CH2:33]3)(=[O:27])=[O:26])[CH:20]=2)=[CH:13][CH:12]=1)([CH3:3])[CH3:9]. The yield is 0.990. (2) The reactants are [CH3:1][C:2]1[O:6][N:5]=[C:4]([C:7]2[CH:12]=[CH:11][CH:10]=[CH:9][CH:8]=2)[C:3]=1[CH2:13][OH:14].O[C:16]1[CH:21]=[CH:20][C:19]([N+:22]([O-:24])=[O:23])=[CH:18][N:17]=1. No catalyst specified. The product is [CH3:1][C:2]1[O:6][N:5]=[C:4]([C:7]2[CH:12]=[CH:11][CH:10]=[CH:9][CH:8]=2)[C:3]=1[CH2:13][O:14][C:16]1[CH:21]=[CH:20][C:19]([N+:22]([O-:24])=[O:23])=[CH:18][N:17]=1. The yield is 0.370. (3) The reactants are [N+:1]1([O-:8])[C:2]([CH3:7])=[CH:3][CH:4]=[CH:5][CH:6]=1.C([O-])(C)(C)C.[K+].[C:15]1([CH3:23])[CH:20]=[CH:19][C:18]([CH:21]=O)=[CH:17][CH:16]=1. The catalyst is C(O)CCC.O. The product is [C:15]1([CH3:23])[CH:20]=[CH:19][C:18]([CH:21]=[CH:7][C:2]2[CH:3]=[CH:4][CH:5]=[CH:6][N+:1]=2[O-:8])=[CH:17][CH:16]=1. The yield is 0.550.